This data is from Full USPTO retrosynthesis dataset with 1.9M reactions from patents (1976-2016). The task is: Predict the reactants needed to synthesize the given product. (1) Given the product [C:10]([C:11]1[CH:16]=[CH:15][CH:14]=[C:13]([O:17][C:18]([F:19])([F:20])[F:21])[CH:12]=1)#[CH:9], predict the reactants needed to synthesize it. The reactants are: C(=O)([O-])[O-].[K+].[K+].C[Si](C)(C)[C:9]#[C:10][C:11]1[CH:16]=[CH:15][CH:14]=[C:13]([O:17][C:18]([F:21])([F:20])[F:19])[CH:12]=1.Cl. (2) The reactants are: [CH2:1]([N:3]([CH2:18][CH3:19])[CH2:4][CH2:5][N:6]1[C:14]2[C:9](=[CH:10][C:11]([N+:15]([O-])=O)=[CH:12][CH:13]=2)[CH2:8][CH2:7]1)[CH3:2]. Given the product [CH2:18]([N:3]([CH2:1][CH3:2])[CH2:4][CH2:5][N:6]1[C:14]2[C:9](=[CH:10][C:11]([NH2:15])=[CH:12][CH:13]=2)[CH2:8][CH2:7]1)[CH3:19], predict the reactants needed to synthesize it. (3) Given the product [Cl:1][C:2]1[C:7]([C:8]([F:9])([F:10])[F:11])=[CH:6][N:5]=[C:4]([NH:12][C:13]2[CH:14]=[CH:15][C:16]([P:43]([CH2:45][CH2:46][CH3:47])([CH2:40][CH2:41][CH3:42])=[O:44])=[CH:26][CH:27]=2)[N:3]=1, predict the reactants needed to synthesize it. The reactants are: [Cl:1][C:2]1[C:7]([C:8]([F:11])([F:10])[F:9])=[CH:6][N:5]=[C:4]([NH:12][C:13]2[CH:27]=[CH:26][C:16](CP(=O)(OCC)OCC)=[CH:15][CH:14]=2)[N:3]=1.ClC1N=C(Cl)C(C(F)(F)F)=CN=1.[CH2:40]([P:43](C1C=CC(N)=CC=1)([CH2:45][CH2:46][CH3:47])=[O:44])[CH2:41][CH3:42]. (4) Given the product [F:25][C:23]1[CH:22]=[C:21]([F:26])[CH:20]=[C:19]2[C:24]=1[C:15]([NH:14][C:3]1[CH:4]=[C:5]([N:8]3[CH2:9][CH2:10][O:11][CH2:12][CH2:13]3)[CH:6]=[CH:7][C:2]=1[C:38]1[CH:39]=[N:40][CH:41]=[C:36]([O:35][CH3:34])[CH:37]=1)=[C:16]([CH3:33])[C:17]([C:27]1[CH:32]=[CH:31][CH:30]=[CH:29][N:28]=1)=[N:18]2, predict the reactants needed to synthesize it. The reactants are: Cl[C:2]1[CH:7]=[CH:6][C:5]([N:8]2[CH2:13][CH2:12][O:11][CH2:10][CH2:9]2)=[CH:4][C:3]=1[NH:14][C:15]1[C:24]2[C:19](=[CH:20][C:21]([F:26])=[CH:22][C:23]=2[F:25])[N:18]=[C:17]([C:27]2[CH:32]=[CH:31][CH:30]=[CH:29][N:28]=2)[C:16]=1[CH3:33].[CH3:34][O:35][C:36]1[CH:37]=[C:38](B(O)O)[CH:39]=[N:40][CH:41]=1.C1(P(C2CCCCC2)C2CCCCC2)CCCCC1.[O-]P([O-])([O-])=O.[K+].[K+].[K+]. (5) The reactants are: [CH2:1]1[CH2:6][CH2:5][CH2:4][CH2:3][CH2:2]1.[C:7]([O:10][CH2:11][CH3:12])(=[O:9])[CH3:8]. Given the product [CH2:1]1[CH2:6][CH2:5][CH2:4][CH2:3][CH2:2]1.[C:7]([O:10][CH2:11][CH3:12])(=[O:9])[CH3:8], predict the reactants needed to synthesize it. (6) Given the product [Cl:16][CH2:9][C:10]1[N:14]=[C:7]([C:3]2[CH:2]=[N:1][CH:6]=[CH:5][CH:4]=2)[O:8][C:11]=1[CH3:12], predict the reactants needed to synthesize it. The reactants are: [N:1]1[CH:6]=[CH:5][CH:4]=[C:3]([CH:7]=[O:8])[CH:2]=1.[CH3:9][C:10](=[N:14]O)[C:11](=O)[CH3:12].[ClH:16].C(OCC)(=O)C. (7) Given the product [C:10]12([C:6]3[CH:7]=[C:2]([Br:1])[C:3]([CH3:9])=[CH:4][C:5]=3[OH:8])[CH2:19][CH:14]3[CH2:15][CH:16]([CH2:18][CH:12]([CH2:13]3)[CH2:11]1)[CH2:17]2, predict the reactants needed to synthesize it. The reactants are: [Br:1][C:2]1[CH:7]=[CH:6][C:5]([OH:8])=[CH:4][C:3]=1[CH3:9].[C:10]12(O)[CH2:19][CH:14]3[CH2:15][CH:16]([CH2:18][CH:12]([CH2:13]3)[CH2:11]1)[CH2:17]2.CS(O)(=O)=O.